Task: Predict the reactants needed to synthesize the given product.. Dataset: Full USPTO retrosynthesis dataset with 1.9M reactions from patents (1976-2016) Given the product [CH2:8]([O:7][C:5](=[O:6])[CH2:4][C@H:3]([NH:2][C:35](=[O:36])/[CH:34]=[CH:33]/[C:32]([O:31][CH2:29][CH3:30])=[O:38])[CH2:15][C:16]1[CH:17]=[CH:18][C:19]([C:22]2[CH:27]=[CH:26][CH:25]=[C:24]([Cl:28])[CH:23]=2)=[CH:20][CH:21]=1)[C:9]1[CH:10]=[CH:11][CH:12]=[CH:13][CH:14]=1, predict the reactants needed to synthesize it. The reactants are: Cl.[NH2:2][C@H:3]([CH2:15][C:16]1[CH:21]=[CH:20][C:19]([C:22]2[CH:27]=[CH:26][CH:25]=[C:24]([Cl:28])[CH:23]=2)=[CH:18][CH:17]=1)[CH2:4][C:5]([O:7][CH2:8][C:9]1[CH:14]=[CH:13][CH:12]=[CH:11][CH:10]=1)=[O:6].[CH2:29]([O:31][C:32](=[O:38])/[CH:33]=[CH:34]/[C:35](O)=[O:36])[CH3:30].CCN=C=NCCCN(C)C.CCN(C(C)C)C(C)C.C1C=NC2N(O)N=NC=2C=1.